Dataset: Forward reaction prediction with 1.9M reactions from USPTO patents (1976-2016). Task: Predict the product of the given reaction. (1) Given the reactants O.[OH-].[Li+].[C:4]([O:8][C:9]([NH:11][C@H:12]1[CH2:17][CH2:16][CH2:15][N:14]([C:18]2[C:23]([C:24]([O:26]CC)=[O:25])=[CH:22][N:21]=[C:20]3[N:29]([CH2:32][C:33]4[CH:38]=[CH:37][C:36]([O:39][CH3:40])=[CH:35][CH:34]=4)[N:30]=[CH:31][C:19]=23)[CH2:13]1)=[O:10])([CH3:7])([CH3:6])[CH3:5], predict the reaction product. The product is: [C:4]([O:8][C:9]([NH:11][C@H:12]1[CH2:17][CH2:16][CH2:15][N:14]([C:18]2[C:23]([C:24]([OH:26])=[O:25])=[CH:22][N:21]=[C:20]3[N:29]([CH2:32][C:33]4[CH:38]=[CH:37][C:36]([O:39][CH3:40])=[CH:35][CH:34]=4)[N:30]=[CH:31][C:19]=23)[CH2:13]1)=[O:10])([CH3:7])([CH3:6])[CH3:5]. (2) Given the reactants Br[C:2]1[C:3]([F:13])=[C:4]([CH:10]=[CH:11][CH:12]=1)[C:5]([O:7][CH2:8][CH3:9])=[O:6].[C:14](P(C(C)(C)C)C(C)(C)C)(C)(C)[CH3:15].CCCCCC.[F-].[K+], predict the reaction product. The product is: [F:13][C:3]1[C:2]([CH:14]=[CH2:15])=[CH:12][CH:11]=[CH:10][C:4]=1[C:5]([O:7][CH2:8][CH3:9])=[O:6]. (3) Given the reactants [CH3:1][N:2]([CH3:27])[CH2:3][CH2:4][N:5]1[C:9]2[N:10]=[C:11]([C:20]3[CH:26]=[CH:25][C:23]([NH2:24])=[CH:22][CH:21]=3)[N:12]=[C:13]([N:14]3[CH2:19][CH2:18][O:17][CH2:16][CH2:15]3)[C:8]=2[CH:7]=[CH:6]1.ClC(Cl)(O[C:32](=[O:38])OC(Cl)(Cl)Cl)Cl.[F:40][C:41]1[CH:47]=[CH:46][C:44]([NH2:45])=[CH:43][CH:42]=1, predict the reaction product. The product is: [CH3:1][N:2]([CH3:27])[CH2:3][CH2:4][N:5]1[C:9]2[N:10]=[C:11]([C:20]3[CH:26]=[CH:25][C:23]([NH:24][C:32]([NH:45][C:44]4[CH:46]=[CH:47][C:41]([F:40])=[CH:42][CH:43]=4)=[O:38])=[CH:22][CH:21]=3)[N:12]=[C:13]([N:14]3[CH2:15][CH2:16][O:17][CH2:18][CH2:19]3)[C:8]=2[CH:7]=[CH:6]1.